From a dataset of Forward reaction prediction with 1.9M reactions from USPTO patents (1976-2016). Predict the product of the given reaction. (1) Given the reactants Br[C:2]1[N:3]=[C:4]2[C:10]([CH3:11])=[CH:9][N:8]([CH2:12][O:13][CH2:14][CH2:15][Si:16]([CH3:19])([CH3:18])[CH3:17])[C:5]2=[N:6][CH:7]=1.[C:20](=[NH:33])([C:27]1[CH:32]=[CH:31][CH:30]=[CH:29][CH:28]=1)[C:21]1[CH:26]=[CH:25][CH:24]=[CH:23][CH:22]=1.C([O-])([O-])=O.[Cs+].[Cs+].C1C=CC(P(C2C(C3C(P(C4C=CC=CC=4)C4C=CC=CC=4)=CC=C4C=3C=CC=C4)=C3C(C=CC=C3)=CC=2)C2C=CC=CC=2)=CC=1, predict the reaction product. The product is: [C:20](=[N:33][C:2]1[N:3]=[C:4]2[C:10]([CH3:11])=[CH:9][N:8]([CH2:12][O:13][CH2:14][CH2:15][Si:16]([CH3:19])([CH3:18])[CH3:17])[C:5]2=[N:6][CH:7]=1)([C:27]1[CH:28]=[CH:29][CH:30]=[CH:31][CH:32]=1)[C:21]1[CH:26]=[CH:25][CH:24]=[CH:23][CH:22]=1. (2) Given the reactants C1C=C[N:4]=C(NS(C2C=CC(N=NC3C=CC(O)=C(C(O)=O)C=3)=CC=2)(=O)=O)C=1.C1N(CCO)CC[N:31]([CH2:38][CH2:39]S(O)(=O)=O)C1.[Na+].[Cl-].[Cl-].[K+].O=[CH:49][C@@H:50]([C@H:52]([C@@H:54]([C@@H:56](CO)O)O)O)O, predict the reaction product. The product is: [C:38]([NH2:31])(=[NH:4])[C:39]1[CH:56]=[CH:54][CH:52]=[CH:50][CH:49]=1. (3) Given the reactants C(NC(C)C)(C)C.C([Li])CCC.[C:13]([NH:17][S:18]([CH3:21])(=[O:20])=[O:19])([CH3:16])([CH3:15])[CH3:14].[CH:22]([C:24]1[CH:29]=[CH:28][N:27]=[CH:26][CH:25]=1)=[O:23], predict the reaction product. The product is: [C:13]([NH:17][S:18]([CH2:21][CH:22]([OH:23])[C:24]1[CH:29]=[CH:28][N:27]=[CH:26][CH:25]=1)(=[O:20])=[O:19])([CH3:16])([CH3:15])[CH3:14]. (4) Given the reactants [CH:1]([Mg]Cl)([CH3:3])[CH3:2].[O:6]=[C:7]1[O:12][CH2:11][C@@H:10]2[C@@:8]1([C:13]([O:15][CH2:16][CH3:17])=[O:14])[CH2:9]2, predict the reaction product. The product is: [CH2:9]([C@@H:10]1[CH2:11][O:12][C:7](=[O:6])[CH:8]1[C:13]([O:15][CH2:16][CH3:17])=[O:14])[CH:1]([CH3:3])[CH3:2]. (5) Given the reactants Cl.[CH3:2][C:3]1([C:17]([O:19][CH2:20][CH3:21])=[O:18])[CH2:8][CH2:7][N:6]([C:9]2[CH2:16][C:12]3([CH2:15][NH:14][CH2:13]3)[O:11][N:10]=2)[CH2:5][CH2:4]1.[CH2:22]([O:24][C:25]1[CH:30]=[C:29]([CH:31]=O)[CH:28]=[CH:27][C:26]=1[C:33]1[CH:38]=[CH:37][C:36]([F:39])=[CH:35][CH:34]=1)[CH3:23], predict the reaction product. The product is: [CH2:22]([O:24][C:25]1[CH:30]=[C:29]([CH2:31][N:14]2[CH2:15][C:12]3([CH2:16][C:9]([N:6]4[CH2:7][CH2:8][C:3]([CH3:2])([C:17]([O:19][CH2:20][CH3:21])=[O:18])[CH2:4][CH2:5]4)=[N:10][O:11]3)[CH2:13]2)[CH:28]=[CH:27][C:26]=1[C:33]1[CH:34]=[CH:35][C:36]([F:39])=[CH:37][CH:38]=1)[CH3:23]. (6) Given the reactants [NH2:1][C:2]1[N:7]=[C:6]([C:8]2[CH:15]=[C:14](OC)[C:11]([C:12]#[N:13])=[C:10](F)[CH:9]=2)[CH:5]=[C:4]([N:19]2[CH2:24][CH2:23][O:22][CH2:21][C@H:20]2[CH:25]([CH3:27])[CH3:26])[N:3]=1.[OH2:28].[NH2:29][NH2:30].[CH2:31](O)C, predict the reaction product. The product is: [NH2:1][C:2]1[N:7]=[C:6]([C:8]2[CH:9]=[C:10]3[C:11]([C:12]([NH2:13])=[N:29][NH:30]3)=[C:14]([O:28][CH3:31])[CH:15]=2)[CH:5]=[C:4]([N:19]2[CH2:24][CH2:23][O:22][CH2:21][C@H:20]2[CH:25]([CH3:26])[CH3:27])[N:3]=1. (7) Given the reactants [Cl:1][C:2]1[CH:7]=[CH:6][C:5]([NH:8][N:9]=[CH:10][C:11](=O)[C:12]([F:15])([F:14])[F:13])=[CH:4][CH:3]=1.[CH2:17]([O:19]P(CC(OCC)=O)(OCC)=O)[CH3:18], predict the reaction product. The product is: [Cl:1][C:2]1[CH:7]=[CH:6][C:5]([N:8]2[C:17](=[O:19])[CH:18]=[C:11]([C:12]([F:15])([F:14])[F:13])[CH:10]=[N:9]2)=[CH:4][CH:3]=1. (8) Given the reactants C1(P(C2C=CC=CC=2)C2C=CC=CC=2)C=CC=CC=1.[C:20]([Br:24])(Br)(Br)Br.OC[CH2:27][C:28]1[CH:33]=[CH:32][CH:31]=[CH:30][C:29]=1[N+:34]([O-:36])=[O:35], predict the reaction product. The product is: [Br:24][CH2:20][CH2:27][C:28]1[CH:33]=[CH:32][CH:31]=[CH:30][C:29]=1[N+:34]([O-:36])=[O:35].